Dataset: Forward reaction prediction with 1.9M reactions from USPTO patents (1976-2016). Task: Predict the product of the given reaction. (1) Given the reactants [OH:1][CH2:2][C:3]1[NH:4][C:5]2[C:10]([CH:11]=1)=[CH:9][C:8]([C:12]#[N:13])=[CH:7][CH:6]=2, predict the reaction product. The product is: [CH:2]([C:3]1[NH:4][C:5]2[C:10]([CH:11]=1)=[CH:9][C:8]([C:12]#[N:13])=[CH:7][CH:6]=2)=[O:1]. (2) Given the reactants [N:1]#[C:2][NH2:3].C(OC(=O)[N:10]([CH2:23][CH3:24])[CH2:11][CH2:12][O:13][C:14]1[CH:19]=[CH:18][C:17]([N:20]=[C:21]=[S:22])=[CH:16][CH:15]=1)(C)(C)C.[O:26]1[C:30]2[CH:31]=[CH:32][C:33]([C:35](=[O:38])[CH2:36]Br)=[CH:34][C:29]=2[O:28][CH2:27]1, predict the reaction product. The product is: [NH2:1][C:2]1[N:3]=[C:21]([NH:20][C:17]2[CH:16]=[CH:15][C:14]([O:13][CH2:12][CH2:11][NH:10][CH2:23][CH3:24])=[CH:19][CH:18]=2)[S:22][C:36]=1[C:35]([C:33]1[CH:32]=[CH:31][C:30]2[O:26][CH2:27][O:28][C:29]=2[CH:34]=1)=[O:38].